This data is from Antibody developability classification from SAbDab with 2,409 antibodies. The task is: Regression/Classification. Given an antibody's heavy chain and light chain sequences, predict its developability. TAP uses regression for 5 developability metrics; SAbDab uses binary classification. (1) The antibody is ['QVQLQQPGAELVKPGASVKLSCKASGFTFTNYWMHWVKQRPGQGLEWIGEILPSNGRTNYNEKFKTKATLTVDKSSNTAYMQLSSLTSEDSAVYYCARSPSDYWGQGTTLTVSS', 'DIQMTQTPSSLSASLGDRVTISCRASQDISHYLNWFQQKPDGTVKLLIYYTSTLHSGVPSRFSGSGSGTDYSLTISNLEEEDIAFYFCQQGGALPFTFGSGTKLAIK']. Result: 0 (not developable). (2) The antibody is ['QVQLQQSGAELARPGASVKMSCKASGYTFTRYTMHWVQQRPGQGLEWIGYINPSSDYTKYNQKFKDKATMTADKSSSTAYMQLSSLTSEDSAVYYCARKEDVGYWYFDFWGTGTTVTVSS', 'DIVMSQSPSSLAVSVGEKVTMSCKSSQSLLYSSNEKNYLAWYQQKPGQSPKLLIYWASTRESGVPDRFTGSGSGTDFTLTISSVKAEDLAVYYCQQYYSYPYTFGGGTKLEIK']. Result: 1 (developable). (3) The antibody is ['QVQLVQSGAEVKKPGASVKVSCKASGYTFTNSWIGWFRQAPGQGLEWIGDIYPGGGYTNYNEIFKGKATMTADTSTNTAYMELSSLRSEDTAVYYCSRGIPGYAMDYWGQGTLVTVSS', 'DIQMTQRPDSLSASVGDRVTMSCKSSQSLLNSGDQKNYLTWYQQKPGQPPKLLIYWASTGESGVPDRFSGSGSGTDFTFTISSLQPEDIATYYCQNDYSYPWTFGQGTKVEIK']. Result: 0 (not developable). (4) The antibody is ['4xbe', '4wy7_L']. Result: 0 (not developable). (5) The antibody is ['EVKLLESGGGLAQPGGSLKLSCAASGFDFRRYWMTWVRQAPGKGLEWIGDINPDSRTINYMPSLKDKFIISRDNAKNSLYLQLSRLRSEDSALYYCVRLDFDVYNHYYVLDYWGQGTSVTVSS', 'ELVVTQESALTTSPGETVTLTCRSSSGAVTTSNYATWVQEKPDHLFTGLIGGTNKRAPGVPARFSGSLIGDRAALTITGAQTEDEAIYFCALWNSNHLVFGGGTKLEIK']. Result: 0 (not developable).